Task: Regression. Given a peptide amino acid sequence and an MHC pseudo amino acid sequence, predict their binding affinity value. This is MHC class II binding data.. Dataset: Peptide-MHC class II binding affinity with 134,281 pairs from IEDB (1) The peptide sequence is QEAYEQAVANGDSEV. The MHC is DRB1_0101 with pseudo-sequence DRB1_0101. The binding affinity (normalized) is 0.638. (2) The peptide sequence is FVERSKAYSNCYPYD. The MHC is DRB1_0901 with pseudo-sequence DRB1_0901. The binding affinity (normalized) is 0.202. (3) The peptide sequence is TKKGNVWEVKSSKPLVGPFN. The MHC is DRB1_0901 with pseudo-sequence DRB1_0901. The binding affinity (normalized) is 0.618. (4) The binding affinity (normalized) is 0.454. The peptide sequence is PYLGYCALLPLLTEE. The MHC is DRB1_0404 with pseudo-sequence DRB1_0404. (5) The binding affinity (normalized) is 0.432. The MHC is HLA-DQA10303-DQB10402 with pseudo-sequence HLA-DQA10303-DQB10402. The peptide sequence is QTSRLLMRRMRRPTG. (6) The peptide sequence is EFILDGDNLFPKV. The MHC is HLA-DQA10501-DQB10201 with pseudo-sequence HLA-DQA10501-DQB10201. The binding affinity (normalized) is 0.608. (7) The binding affinity (normalized) is 0.152. The peptide sequence is PELGMNASHCNEMSW. The MHC is HLA-DPA10103-DPB10401 with pseudo-sequence HLA-DPA10103-DPB10401. (8) The peptide sequence is AAFNNAIKAGTGGAY. The MHC is HLA-DQA10401-DQB10402 with pseudo-sequence HLA-DQA10401-DQB10402. The binding affinity (normalized) is 0.0490.